This data is from Reaction yield outcomes from USPTO patents with 853,638 reactions. The task is: Predict the reaction yield, written as a fraction of the theoretical maximum amount of product (1.0 means a 100% yield; for example, 0.34 means a 34% yield). (1) The reactants are [Cl-].O[NH3+:3].[C:4](=[O:7])([O-])[OH:5].[Na+].CS(C)=O.[CH2:13]([C:17]1[N:18]=[C:19]([CH3:48])[N:20]([C:39]2[CH:44]=[CH:43][C:42]([O:45][CH3:46])=[C:41]([CH3:47])[CH:40]=2)[C:21](=[O:38])[C:22]=1[CH2:23][C:24]1[CH:29]=[CH:28][C:27]([C:30]2[C:31]([C:36]#[N:37])=[CH:32][CH:33]=[CH:34][CH:35]=2)=[CH:26][CH:25]=1)[CH2:14][CH2:15][CH3:16]. The catalyst is O.C(OCC)(=O)C. The product is [CH2:13]([C:17]1[N:18]=[C:19]([CH3:48])[N:20]([C:39]2[CH:44]=[CH:43][C:42]([O:45][CH3:46])=[C:41]([CH3:47])[CH:40]=2)[C:21](=[O:38])[C:22]=1[CH2:23][C:24]1[CH:25]=[CH:26][C:27]([C:30]2[CH:35]=[CH:34][CH:33]=[CH:32][C:31]=2[C:36]2[NH:3][C:4](=[O:7])[O:5][N:37]=2)=[CH:28][CH:29]=1)[CH2:14][CH2:15][CH3:16]. The yield is 0.650. (2) The reactants are [OH-].[Na+].Br[CH2:4][C@H:5]([C:7]1[N:8]=[C:9]([C:12]([F:15])([F:14])[F:13])[S:10][CH:11]=1)[OH:6]. The catalyst is O1CCCC1.O. The product is [O:6]1[CH2:4][C@@H:5]1[C:7]1[N:8]=[C:9]([C:12]([F:15])([F:14])[F:13])[S:10][CH:11]=1. The yield is 0.740. (3) The reactants are [C:1]([O:5][C:6](=[O:36])[NH:7][C:8]1([C:12]2[CH:17]=[CH:16][C:15](C3C(=O)C4C(=CC=C(F)C=4)OC=3C3C=CC=CC=3)=[CH:14][CH:13]=2)[CH2:11][CH2:10][CH2:9]1)([CH3:4])([CH3:3])[CH3:2].[Cl:37][C:38]1[N:39]=[CH:40][CH:41]=[C:42]2[C:47](=[O:48])[C:46](I)=[C:45]([C:50]3[CH:55]=[CH:54][CH:53]=[CH:52][CH:51]=3)[O:44][C:43]=12. No catalyst specified. The product is [C:1]([O:5][C:6](=[O:36])[NH:7][C:8]1([C:12]2[CH:13]=[CH:14][C:15]([C:46]3[C:47](=[O:48])[C:42]4[C:43]([O:44][C:45]=3[C:50]3[CH:55]=[CH:54][CH:53]=[CH:52][CH:51]=3)=[C:38]([Cl:37])[N:39]=[CH:40][CH:41]=4)=[CH:16][CH:17]=2)[CH2:9][CH2:10][CH2:11]1)([CH3:4])([CH3:2])[CH3:3]. The yield is 0.200. (4) The reactants are [NH2:1][C:2]1[N:7]=[C:6](Cl)[N:5]=[C:4]([NH:9][CH2:10][CH2:11][CH3:12])[N:3]=1.Cl.[CH3:14][NH:15][O:16][CH3:17].CCN(C(C)C)C(C)C. The catalyst is CCO. The product is [NH2:1][C:2]1[N:7]=[C:6]([N:15]([CH3:14])[O:16][CH3:17])[N:5]=[C:4]([NH:9][CH2:10][CH2:11][CH3:12])[N:3]=1. The yield is 0.890. (5) The reactants are [CH3:1][C:2]1[C:3]2[C:8]([N:9]=[C:10]3[C:15]=1[CH:14]=[CH:13][CH:12]=[CH:11]3)=[CH:7][CH:6]=[CH:5][CH:4]=2.[N+:16]([C:19]1[CH:26]=[CH:25][C:22]([CH:23]=O)=[CH:21][CH:20]=1)([O-:18])=[O:17]. The catalyst is O1CCCC1.O.[Cl-].[Zn+2].[Cl-]. The product is [N+:16]([C:19]1[CH:26]=[CH:25][C:22]([CH:23]=[CH:1][C:2]2[C:15]3[C:10]([N:9]=[C:8]4[C:3]=2[CH:4]=[CH:5][CH:6]=[CH:7]4)=[CH:11][CH:12]=[CH:13][CH:14]=3)=[CH:21][CH:20]=1)([O-:18])=[O:17]. The yield is 0.350. (6) The reactants are C(N1[CH:7]=[C:6]([C:8]2[CH:20]=[C:19]([C:21](O)=O)[C:18]3[C:17]4[C:12](=[CH:13][CH:14]=[CH:15][CH:16]=4)[C:11]([OH:28])([C:24]([F:27])([F:26])[F:25])[C:10]=3[CH:9]=2)[CH:5]=[N:4]1)C.Cl.CN(C)[CH2:32][CH2:33]CN=C=NCC.[OH2:41].O[N:43]1C2C=CC=CC=2N=N1.[Cl-].[NH4+:53]. The catalyst is C(OCC)(=O)C.C(N(CC)CC)C.CN(C)C=O. The product is [CH2:32]([N:53]1[CH:7]=[C:6]([C:8]2[CH:20]=[C:19]([C:21]([NH2:43])=[O:41])[C:18]3[C:17]4[C:12](=[CH:13][CH:14]=[CH:15][CH:16]=4)[C:11]([OH:28])([C:24]([F:25])([F:27])[F:26])[C:10]=3[CH:9]=2)[CH:5]=[N:4]1)[CH3:33]. The yield is 0.850. (7) The reactants are Cl[C:2]1[CH:3]=[C:4]([N:13]([CH:23]2[CH2:25][CH2:24]2)[CH2:14][C:15]2[CH:20]=[CH:19][C:18]([O:21][CH3:22])=[CH:17][CH:16]=2)[C:5]2[N:6]([C:8]([C:11]#[N:12])=[CH:9][N:10]=2)[N:7]=1.[N:26]1[C:31]([NH2:32])=[CH:30][CH:29]=[CH:28][C:27]=1[NH2:33].C(=O)([O-])[O-].[Cs+].[Cs+].CC1(C)C2C(=C(P(C3C=CC=CC=3)C3C=CC=CC=3)C=CC=2)OC2C(P(C3C=CC=CC=3)C3C=CC=CC=3)=CC=CC1=2. The catalyst is [Cu]I.C1C=CC(/C=C/C(/C=C/C2C=CC=CC=2)=O)=CC=1.C1C=CC(/C=C/C(/C=C/C2C=CC=CC=2)=O)=CC=1.C1C=CC(/C=C/C(/C=C/C2C=CC=CC=2)=O)=CC=1.[Pd].[Pd].COCCOC. The product is [NH2:33][C:27]1[N:26]=[C:31]([NH:32][C:2]2[CH:3]=[C:4]([N:13]([CH:23]3[CH2:25][CH2:24]3)[CH2:14][C:15]3[CH:20]=[CH:19][C:18]([O:21][CH3:22])=[CH:17][CH:16]=3)[C:5]3[N:6]([C:8]([C:11]#[N:12])=[CH:9][N:10]=3)[N:7]=2)[CH:30]=[CH:29][CH:28]=1. The yield is 0.230.